Dataset: Full USPTO retrosynthesis dataset with 1.9M reactions from patents (1976-2016). Task: Predict the reactants needed to synthesize the given product. (1) Given the product [C:1]([C:5]1[N:10]=[C:9]([N:11]2[CH2:16][CH2:15][N:14]([CH2:17][CH2:18][CH2:19][CH2:20][NH:21][C:31]([N:33]3[CH2:34][CH2:35][CH:45]([O:38][C:39]4[CH:44]=[CH:43][CH:42]=[CH:41][CH:40]=4)[CH2:46][CH2:37]3)=[O:32])[CH2:13][CH2:12]2)[CH:8]=[C:7]([C:22]([F:24])([F:25])[F:23])[N:6]=1)([CH3:4])([CH3:2])[CH3:3], predict the reactants needed to synthesize it. The reactants are: [C:1]([C:5]1[N:10]=[C:9]([N:11]2[CH2:16][CH2:15][N:14]([CH2:17][CH2:18][CH2:19][CH2:20][NH2:21])[CH2:13][CH2:12]2)[CH:8]=[C:7]([C:22]([F:25])([F:24])[F:23])[N:6]=1)([CH3:4])([CH3:3])[CH3:2].C1N=CN([C:31]([N:33]2[CH:37]=N[CH:35]=[CH:34]2)=[O:32])C=1.[O:38]([CH:45]1CCNC[CH2:46]1)[C:39]1[CH:44]=[CH:43][CH:42]=[CH:41][CH:40]=1. (2) Given the product [CH:1]1([CH2:4][O:5][C:6]2[CH:11]=[C:10]([F:12])[CH:9]=[CH:8][C:7]=2[C:13]2[N:17]([CH3:18])[CH:16]=[N:15][C:14]=2[C:19]2[CH:24]=[C:23]([CH2:25][OH:26])[CH:22]=[CH:21][N:20]=2)[CH2:3][CH2:2]1, predict the reactants needed to synthesize it. The reactants are: [CH:1]1([CH2:4][O:5][C:6]2[CH:11]=[C:10]([F:12])[CH:9]=[CH:8][C:7]=2[C:13]2[N:17]([CH3:18])[CH:16]=[N:15][C:14]=2[C:19]2[CH:24]=[C:23]([C:25](O)=[O:26])[CH:22]=[CH:21][N:20]=2)[CH2:3][CH2:2]1.[H-].[H-].[H-].[H-].[Li+].[Al+3].O.[OH-].[Na+]. (3) Given the product [C:1]([C:5]1[CH:6]=[CH:7][C:8]([S:11]([N:14]([C:15]2[CH:16]=[C:17]3[C:22](=[CH:23][CH:24]=2)[N:21]=[CH:20][CH:19]=[CH:18]3)[CH2:25][C:26]([N:32]([CH:29]2[CH2:31][CH2:30]2)[CH2:33][C:34]2[CH:35]=[C:36]([O:42][CH3:43])[CH:37]=[C:38]([O:40][CH3:41])[CH:39]=2)=[O:28])(=[O:13])=[O:12])=[CH:9][CH:10]=1)([CH3:4])([CH3:3])[CH3:2], predict the reactants needed to synthesize it. The reactants are: [C:1]([C:5]1[CH:10]=[CH:9][C:8]([S:11]([N:14]([CH2:25][C:26]([OH:28])=O)[C:15]2[CH:16]=[C:17]3[C:22](=[CH:23][CH:24]=2)[N:21]=[CH:20][CH:19]=[CH:18]3)(=[O:13])=[O:12])=[CH:7][CH:6]=1)([CH3:4])([CH3:3])[CH3:2].[CH:29]1([NH:32][CH2:33][C:34]2[CH:39]=[C:38]([O:40][CH3:41])[CH:37]=[C:36]([O:42][CH3:43])[CH:35]=2)[CH2:31][CH2:30]1.